Dataset: Full USPTO retrosynthesis dataset with 1.9M reactions from patents (1976-2016). Task: Predict the reactants needed to synthesize the given product. (1) Given the product [Br:1][C:2]1[CH:3]=[CH:4][C:5]2[C:11]3[S:12][C:13]([C:15]4[N:16]([C:17]5[CH:22]=[CH:21][CH:20]=[CH:19][C:18]=5[Cl:23])[C:32](=[O:33])[NH:25][N:24]=4)=[CH:14][C:10]=3[CH2:9][CH2:8][O:7][C:6]=2[CH:26]=1, predict the reactants needed to synthesize it. The reactants are: [Br:1][C:2]1[CH:3]=[CH:4][C:5]2[C:11]3[S:12][C:13]([C:15](=[N:24][NH2:25])[NH:16][C:17]4[CH:22]=[CH:21][CH:20]=[CH:19][C:18]=4[Cl:23])=[CH:14][C:10]=3[CH2:9][CH2:8][O:7][C:6]=2[CH:26]=1.C1N=CN([C:32](N2C=NC=C2)=[O:33])C=1. (2) Given the product [Br:1][C:2]1[CH:3]=[C:4]([CH:8]2[CH2:13][CH2:12][NH:11][CH2:10][CH:9]2[O:21][CH2:22][C:23]2[CH:32]=[CH:31][C:30]3[C:25](=[CH:26][CH:27]=[CH:28][CH:29]=3)[CH:24]=2)[CH:5]=[CH:6][CH:7]=1, predict the reactants needed to synthesize it. The reactants are: [Br:1][C:2]1[CH:3]=[C:4]([CH:8]2[CH2:13][CH2:12][N:11](C(OC(C)(C)C)=O)[CH2:10][CH:9]2[O:21][CH2:22][C:23]2[CH:32]=[CH:31][C:30]3[C:25](=[CH:26][CH:27]=[CH:28][CH:29]=3)[CH:24]=2)[CH:5]=[CH:6][CH:7]=1.Cl. (3) Given the product [C:18]([O:21][C:22]([N:9]1[CH:8]2[CH2:1][CH2:2][CH:3]1[CH2:4][C:5](=[O:6])[CH2:7]2)=[O:23])([CH3:20])([CH3:19])[CH3:17], predict the reactants needed to synthesize it. The reactants are: [CH2:1]1[CH:8]2[NH:9][CH:3]([CH2:4][C:5]([CH2:7]2)=[O:6])[CH2:2]1.C(N(CC)CC)C.[CH3:17][C:18]([O:21][C:22](O[C:22]([O:21][C:18]([CH3:20])([CH3:19])[CH3:17])=[O:23])=[O:23])([CH3:20])[CH3:19]. (4) Given the product [CH2:1]([O:8][C:9](=[O:20])[NH:10][C@H:11]1[CH2:15][C:14](=[O:16])[O:13][C@H:12]1[O:17][CH2:18][CH3:19])[C:2]1[CH:7]=[CH:6][CH:5]=[CH:4][CH:3]=1, predict the reactants needed to synthesize it. The reactants are: [CH2:1]([O:8][C:9](=[O:20])[NH:10][C@H:11]1[CH2:15][C:14](=[O:16])[O:13][C@@H:12]1[O:17][CH2:18][CH3:19])[C:2]1[CH:7]=[CH:6][CH:5]=[CH:4][CH:3]=1.